Dataset: Peptide-MHC class II binding affinity with 134,281 pairs from IEDB. Task: Regression. Given a peptide amino acid sequence and an MHC pseudo amino acid sequence, predict their binding affinity value. This is MHC class II binding data. (1) The peptide sequence is EKKYFAATQFEPEAA. The MHC is HLA-DPA10301-DPB10402 with pseudo-sequence HLA-DPA10301-DPB10402. The binding affinity (normalized) is 0.784. (2) The peptide sequence is YHFDLSGHAFGAMAKKGDEQ. The MHC is DRB1_1501 with pseudo-sequence DRB1_1501. The binding affinity (normalized) is 0.373.